This data is from Full USPTO retrosynthesis dataset with 1.9M reactions from patents (1976-2016). The task is: Predict the reactants needed to synthesize the given product. Given the product [OH:8][CH2:7][CH2:6][CH2:5][CH2:4][NH:3][C:9](=[O:10])[O:11][C:12]([CH3:15])([CH3:14])[CH3:13], predict the reactants needed to synthesize it. The reactants are: [OH-].[Na+].[NH2:3][CH2:4][CH2:5][CH2:6][CH2:7][OH:8].[C:9](O[C:9]([O:11][C:12]([CH3:15])([CH3:14])[CH3:13])=[O:10])([O:11][C:12]([CH3:15])([CH3:14])[CH3:13])=[O:10].